This data is from Catalyst prediction with 721,799 reactions and 888 catalyst types from USPTO. The task is: Predict which catalyst facilitates the given reaction. (1) Reactant: Br[C:2]1[CH:3]=[C:4]2[C:8](=[CH:9][C:10]=1[Cl:11])[NH:7][C:6]([CH2:12][C:13]1[CH:14]=[CH:15][C:16]([CH3:23])=[C:17]([CH:22]=1)[C:18]([O:20]C)=[O:19])=[CH:5]2.[Li+].[OH-].CC1(C)C(C)(C)OB([C:34]2[CH:39]=[CH:38][C:37]([C:40]3[O:41][CH:42]=[CH:43][N:44]=3)=[CH:36][CH:35]=2)O1. Product: [Cl:11][C:10]1[CH:9]=[C:8]2[C:4]([CH:5]=[C:6]([CH2:12][C:13]3[CH:14]=[CH:15][C:16]([CH3:23])=[C:17]([CH:22]=3)[C:18]([OH:20])=[O:19])[NH:7]2)=[CH:3][C:2]=1[C:34]1[CH:35]=[CH:36][C:37]([C:40]2[O:41][CH:42]=[CH:43][N:44]=2)=[CH:38][CH:39]=1. The catalyst class is: 176. (2) Reactant: [NH2:1][C:2]1[N:10]=[C:9]([O:11][CH2:12][CH2:13][O:14][CH3:15])[N:8]=[C:7]2[C:3]=1[N:4]=[C:5](Br)[N:6]2[CH2:16][C:17]1[CH:18]=[C:19]([P:23](=[O:30])([O:27]CC)[O:24][CH2:25][CH3:26])[CH:20]=[CH:21][CH:22]=1.[OH-:32].[Na+]. Product: [NH2:1][C:2]1[N:10]=[C:9]([O:11][CH2:12][CH2:13][O:14][CH3:15])[N:8]=[C:7]2[C:3]=1[N:4]=[C:5]([OH:32])[N:6]2[CH2:16][C:17]1[CH:18]=[C:19]([P:23](=[O:30])([OH:27])[O:24][CH2:25][CH3:26])[CH:20]=[CH:21][CH:22]=1. The catalyst class is: 5. (3) Reactant: [CH2:1]([O:3][C:4](=[O:30])[CH:5]([NH:11][C:12]([C:14]1[CH:19]=[CH:18][C:17](C(OCC2C=CC=CC=2)=O)=[CH:16][N:15]=1)=[O:13])[C:6]([O:8][CH2:9][CH3:10])=[O:7])[CH3:2].C([N:33]([CH2:36]C)CC)C.C1(P(N=[N+]=[N-])(C2C=CC=CC=2)=[O:45])C=CC=CC=1.[C:55]([OH:59])([CH3:58])([CH3:57])[CH3:56]. Product: [CH2:9]([O:8][C:6](=[O:7])[CH:5]([NH:11][C:12]([C:14]1[CH:19]=[CH:18][C:17]([NH:33][C:36]([O:59][C:55]([CH3:58])([CH3:57])[CH3:56])=[O:45])=[CH:16][N:15]=1)=[O:13])[C:4]([O:3][CH2:1][CH3:2])=[O:30])[CH3:10]. The catalyst class is: 12. (4) The catalyst class is: 64. Product: [O:16]=[C:17]1[CH:22]([C:23]([O:25][CH2:26][CH3:27])=[O:24])[CH2:21][CH2:20][N:19]([C:9]([O:11][C:12]([CH3:13])([CH3:14])[CH3:15])=[O:10])[CH2:18]1. Reactant: [C:9](O[C:9]([O:11][C:12]([CH3:15])([CH3:14])[CH3:13])=[O:10])([O:11][C:12]([CH3:15])([CH3:14])[CH3:13])=[O:10].[O:16]=[C:17]1[CH:22]([C:23]([O:25][CH2:26][CH3:27])=[O:24])[CH2:21][CH2:20][NH:19][CH2:18]1.C(N(CC)CC)C.Cl. (5) Reactant: [CH3:1][C:2]1[C:3]([C:18]([OH:20])=O)=[CH:4][S:5][C:6]=1[CH:7]1[CH2:11][CH2:10][CH2:9][N:8]1[CH:12]1[CH2:17][CH2:16][O:15][CH2:14][CH2:13]1.Cl.[NH2:22][CH2:23][C:24]1[C:25](=[O:32])[NH:26][C:27]([CH3:31])=[CH:28][C:29]=1[CH3:30].CN1CCOCC1.C1C=NC2N(O)N=NC=2C=1.C(Cl)CCl. Product: [CH3:30][C:29]1[CH:28]=[C:27]([CH3:31])[NH:26][C:25](=[O:32])[C:24]=1[CH2:23][NH:22][C:18]([C:3]1[C:2]([CH3:1])=[C:6]([CH:7]2[CH2:11][CH2:10][CH2:9][N:8]2[CH:12]2[CH2:13][CH2:14][O:15][CH2:16][CH2:17]2)[S:5][CH:4]=1)=[O:20]. The catalyst class is: 16. (6) Reactant: C(O[C:6](=O)[NH:7][CH:8]([C:12]1[NH:13][CH:14]=[C:15]([C:17]2[CH:22]=[CH:21][CH:20]=[CH:19][CH:18]=2)[N:16]=1)[CH:9]([CH3:11])[CH3:10])(C)(C)C.[H-].[H-].[H-].[H-].[Li+].[Al+3]. Product: [CH3:6][NH:7][CH:8]([C:12]1[NH:13][CH:14]=[C:15]([C:17]2[CH:22]=[CH:21][CH:20]=[CH:19][CH:18]=2)[N:16]=1)[CH:9]([CH3:11])[CH3:10]. The catalyst class is: 1. (7) Product: [C:31]([O:30][C:28](=[O:29])[NH:27][C@@H:22]([CH2:21][OH:36])[CH2:23][CH2:24][CH2:25][CH2:26][OH:2])([CH3:34])([CH3:33])[CH3:32]. Reactant: C[O:2]CCO[AlH2-]OCCOC.[Na+].C1(C)C=CC=CC=1.C[C:21]([O-:36])([O-])[C@H:22]([NH:27][C:28]([O:30][C:31]([CH3:34])([CH3:33])[CH3:32])=[O:29])[CH2:23][CH2:24][CH2:25][CH3:26].[OH-].[Na+]. The catalyst class is: 7. (8) Reactant: [CH2:1]([C:3]1[CH2:4][CH:5]2[CH:8]([CH:9]=1)[C:7]([CH:14](C(OCC)=O)[C:15]([O:17][CH2:18][CH3:19])=[O:16])([CH2:10][N+:11]([O-:13])=[O:12])[CH2:6]2)[CH3:2].O.[Cl-].[Na+]. Product: [CH2:1]([C:3]1[CH2:4][CH:5]2[CH:8]([CH:9]=1)[C:7]([CH2:14][C:15]([O:17][CH2:18][CH3:19])=[O:16])([CH2:10][N+:11]([O-:13])=[O:12])[CH2:6]2)[CH3:2]. The catalyst class is: 16.